From a dataset of Catalyst prediction with 721,799 reactions and 888 catalyst types from USPTO. Predict which catalyst facilitates the given reaction. (1) Reactant: [Cl:1][C:2]1[C:24]([C:25]([F:28])([F:27])[F:26])=[CH:23][C:5]2[N:6]([CH:10]3[CH2:15][CH2:14][N:13](C(OC(C)(C)C)=O)[CH2:12][CH2:11]3)[C:7](=[O:9])[NH:8][C:4]=2[CH:3]=1.[ClH:29]. Product: [ClH:1].[Cl:1][C:2]1[C:24]([C:25]([F:26])([F:27])[F:28])=[CH:23][C:5]2[N:6]([CH:10]3[CH2:15][CH2:14][NH:13][CH2:12][CH2:11]3)[C:7](=[O:9])[NH:8][C:4]=2[CH:3]=1.[ClH:29]. The catalyst class is: 12. (2) Reactant: [CH:1]1([CH2:4][O:5][C:6]2[CH:29]=[CH:28][C:9]3[C:10]([CH2:13][CH2:14][CH:15]4[CH2:20][CH2:19][N:18]([C:21]([O:23][C:24]([CH3:27])([CH3:26])[CH3:25])=[O:22])[CH2:17][CH2:16]4)=[N:11][O:12][C:8]=3[C:7]=2CO)[CH2:3][CH2:2]1.C([N:34]([CH2:37]C)[CH2:35][CH3:36])C.CS(Cl)(=O)=O.CNC[C:47]1[CH:52]=[CH:51][C:50]([O:53][CH3:54])=[CH:49][C:48]=1[O:55][CH3:56]. Product: [CH:1]1([CH2:4][O:5][C:6]2[CH:29]=[CH:28][C:9]3[C:10]([CH2:13][CH2:14][CH:15]4[CH2:16][CH2:17][N:18]([C:21]([O:23][C:24]([CH3:26])([CH3:27])[CH3:25])=[O:22])[CH2:19][CH2:20]4)=[N:11][O:12][C:8]=3[C:7]=2[CH2:37][NH:34][CH2:35][CH2:36][C:47]2[CH:52]=[CH:51][C:50]([O:53][CH3:54])=[CH:49][C:48]=2[O:55][CH3:56])[CH2:2][CH2:3]1. The catalyst class is: 213. (3) Reactant: [CH:1]1([CH2:4][N:5]2[C:9]3=[N:10][CH:11]=[N:12][C:13]([NH2:14])=[C:8]3[C:7](I)=[N:6]2)[CH2:3][CH2:2]1.[Cl:16][C:17]1[CH:22]=[CH:21][C:20](B(O)O)=[CH:19][CH:18]=1.C(=O)([O-])[O-].[Na+].[Na+].O. Product: [Cl:16][C:17]1[CH:22]=[CH:21][C:20]([C:7]2[C:8]3[C:9](=[N:10][CH:11]=[N:12][C:13]=3[NH2:14])[N:5]([CH2:4][CH:1]3[CH2:3][CH2:2]3)[N:6]=2)=[CH:19][CH:18]=1. The catalyst class is: 57. (4) Reactant: [CH3:1][C:2]1[C:3]([C:8]([C:10]2[CH:15]=[CH:14][C:13]([F:16])=[C:12]([NH2:17])[CH:11]=2)=[O:9])=[N:4][CH:5]=[CH:6][CH:7]=1.[S-:18][C:19]#[N:20].[Na+].C(O)(=O)C.BrBr. Product: [NH2:17][C:12]1[C:13]([F:16])=[CH:14][C:15]([S:18][C:19]#[N:20])=[C:10]([C:8](=[O:9])[C:3]2[C:2]([CH3:1])=[CH:7][CH:6]=[CH:5][N:4]=2)[CH:11]=1. The catalyst class is: 6. (5) Reactant: [NH:1]([C:3]1[N:8]=[CH:7][CH:6]=[CH:5][N:4]=1)[NH2:2].C(N(CC)CC)C.C[O:17][C:18](=O)[N:19]=[C:20](SC)[C:21]([C:35]1[CH:45]=[C:44]([O:46][CH3:47])[C:38]2[O:39][CH2:40][CH2:41][CH2:42][O:43][C:37]=2[C:36]=1[F:48])=[N:22][C:23]1[CH:28]=[CH:27][C:26]([C:29]2[N:33]=[C:32]([CH3:34])[O:31][N:30]=2)=[CH:25][CH:24]=1. Product: [F:48][C:36]1[C:37]2[O:43][CH2:42][CH2:41][CH2:40][O:39][C:38]=2[C:44]([O:46][CH3:47])=[CH:45][C:35]=1[CH:21]([NH:22][C:23]1[CH:28]=[CH:27][C:26]([C:29]2[N:33]=[C:32]([CH3:34])[O:31][N:30]=2)=[CH:25][CH:24]=1)[C:20]1[NH:19][C:18](=[O:17])[N:1]([C:3]2[N:8]=[CH:7][CH:6]=[CH:5][N:4]=2)[N:2]=1. The catalyst class is: 3. (6) Reactant: C(OC([N:8]1[CH2:13][CH2:12][CH:11]([CH2:14][N:15]([CH2:23][C:24]2[CH:32]=[CH:31][C:27]([C:28]([OH:30])=[O:29])=[CH:26][CH:25]=2)[C:16](=[O:22])[C:17]([O:19][CH2:20][CH3:21])=[O:18])[CH2:10][CH2:9]1)=O)(C)(C)C.C(O)(C(F)(F)F)=O. Product: [CH2:20]([O:19][C:17](=[O:18])[C:16]([N:15]([CH2:23][C:24]1[CH:32]=[CH:31][C:27]([C:28]([OH:30])=[O:29])=[CH:26][CH:25]=1)[CH2:14][CH:11]1[CH2:12][CH2:13][NH:8][CH2:9][CH2:10]1)=[O:22])[CH3:21]. The catalyst class is: 2. (7) Reactant: [NH2:1][C:2]1[CH:3]=[C:4]([CH:14]=[CH:15][C:16]=1[O:17][CH3:18])[C:5]([NH:7][C:8]1[CH:9]=[N:10][CH:11]=[CH:12][CH:13]=1)=[O:6].[C:19]([C:22]1[CH:23]=[C:24]([N:28]=[C:29]=[S:30])[CH:25]=[CH:26][CH:27]=1)([OH:21])=[O:20].CO. Product: [CH3:18][O:17][C:16]1[CH:15]=[CH:14][C:4]([C:5](=[O:6])[NH:7][C:8]2[CH:9]=[N:10][CH:11]=[CH:12][CH:13]=2)=[CH:3][C:2]=1[NH:1][C:29](=[S:30])[NH:28][C:24]1[CH:23]=[C:22]([CH:27]=[CH:26][CH:25]=1)[C:19]([OH:21])=[O:20]. The catalyst class is: 13.